Dataset: Catalyst prediction with 721,799 reactions and 888 catalyst types from USPTO. Task: Predict which catalyst facilitates the given reaction. (1) Reactant: [F:1][C:2]1[C:31]([F:32])=[CH:30][CH:29]=[CH:28][C:3]=1[CH2:4][NH:5][C:6]1[C:11]([C:12]([NH2:14])=[O:13])=[CH:10][N:9]=[C:8]([NH:15][C:16]2[CH:21]=[CH:20][C:19]([CH:22]3[CH2:27][CH2:26][NH:25][CH2:24][CH2:23]3)=[CH:18][CH:17]=2)[CH:7]=1.[C:33]([N:36]1[CH2:40][CH2:39][CH2:38][C@@H:37]1[C:41](O)=[O:42])(=[O:35])[CH3:34].CCN(C(C)C)C(C)C.F[P-](F)(F)(F)(F)F.N1(O[P+](N(C)C)(N(C)C)N(C)C)C2C=CC=CC=2N=N1. Product: [C:33]([N:36]1[CH2:40][CH2:39][CH2:38][C@@H:37]1[C:41]([N:25]1[CH2:24][CH2:23][CH:22]([C:19]2[CH:18]=[CH:17][C:16]([NH:15][C:8]3[CH:7]=[C:6]([NH:5][CH2:4][C:3]4[CH:28]=[CH:29][CH:30]=[C:31]([F:32])[C:2]=4[F:1])[C:11]([C:12]([NH2:14])=[O:13])=[CH:10][N:9]=3)=[CH:21][CH:20]=2)[CH2:27][CH2:26]1)=[O:42])(=[O:35])[CH3:34]. The catalyst class is: 37. (2) Reactant: [N:1]1[CH:6]=[CH:5][C:4]([CH:7]2[CH2:9][CH:8]2[C:10](Cl)=[O:11])=[CH:3][CH:2]=1.[CH3:13][C:14]1[CH:29]=[C:17]2[N:18]=[C:19]([NH2:28])[CH:20]=[C:21]([C:22]3[CH:27]=[CH:26][CH:25]=[CH:24][CH:23]=3)[N:16]2[N:15]=1. Product: [CH3:13][C:14]1[CH:29]=[C:17]2[N:18]=[C:19]([NH:28][C:10]([CH:8]3[CH2:9][CH:7]3[C:4]3[CH:5]=[CH:6][N:1]=[CH:2][CH:3]=3)=[O:11])[CH:20]=[C:21]([C:22]3[CH:27]=[CH:26][CH:25]=[CH:24][CH:23]=3)[N:16]2[N:15]=1. The catalyst class is: 17.